From a dataset of Peptide-MHC class I binding affinity with 185,985 pairs from IEDB/IMGT. Regression. Given a peptide amino acid sequence and an MHC pseudo amino acid sequence, predict their binding affinity value. This is MHC class I binding data. (1) The peptide sequence is MEFNSLLAI. The MHC is HLA-B83:01 with pseudo-sequence HLA-B83:01. The binding affinity (normalized) is 0.213. (2) The peptide sequence is DANGVLKHSI. The MHC is H-2-Db with pseudo-sequence H-2-Db. The binding affinity (normalized) is 0. (3) The peptide sequence is SVTLDFTKFH. The MHC is HLA-A31:01 with pseudo-sequence HLA-A31:01. The binding affinity (normalized) is 0.147. (4) The peptide sequence is VAHSSLYGRY. The binding affinity (normalized) is 0.837. The MHC is HLA-A30:02 with pseudo-sequence HLA-A30:02.